From a dataset of Reaction yield outcomes from USPTO patents with 853,638 reactions. Predict the reaction yield, written as a fraction of the theoretical maximum amount of product (1.0 means a 100% yield; for example, 0.34 means a 34% yield). (1) The reactants are [C:11]1([O:10]P(Cl)([O:10][C:11]2[CH:16]=[CH:15][CH:14]=[CH:13][CH:12]=2)=O)[CH:16]=[CH:15][CH:14]=[CH:13][CH:12]=1.C(N([CH2:23][CH3:24])CC)C.[NH2:25][CH:26]1[CH:31]2[CH2:32][CH2:33][N:28]([CH2:29][CH2:30]2)[CH:27]1[CH2:34][C:35]1[CH:36]=[N:37][CH:38]=[CH:39][CH:40]=1.[OH-:41].[Na+].Cl[CH2:44]Cl. No catalyst specified. The product is [N:37]1[CH:38]=[CH:39][CH:40]=[C:35]([CH2:34][CH:27]2[CH:26]([NH:25][C:44]([C:23]3[O:10][C:11]4[CH:12]=[CH:13][CH:14]=[CH:15][C:16]=4[CH:24]=3)=[O:41])[CH:31]3[CH2:30][CH2:29][N:28]2[CH2:33][CH2:32]3)[CH:36]=1. The yield is 0.420. (2) The reactants are [OH-].[Na+].[Cl:3][C:4]1[S:11][C:10]2[CH:9]=[C:8]([C:12](=[O:20])[NH:13][CH2:14][C:15]([O:17]CC)=[O:16])[NH:7][C:6]=2[C:5]=1[Cl:21]. The catalyst is O1CCCC1. The product is [C:15]([CH2:14][NH:13][C:12]([C:8]1[NH:7][C:6]2[C:5]([Cl:21])=[C:4]([Cl:3])[S:11][C:10]=2[CH:9]=1)=[O:20])([OH:17])=[O:16]. The yield is 0.800. (3) The reactants are [F:1][C:2]([F:29])([F:28])[C:3]1[CH:4]=[C:5]([C@H:13]2[C@H:22]([C:23]([OH:25])=O)[C:21]3[C:16](=[CH:17][CH:18]=[CH:19][CH:20]=3)[C:15](=[O:26])[N:14]2[CH3:27])[CH:6]=[C:7]([C:9]([F:12])([F:11])[F:10])[CH:8]=1.CN(C(ON1N=NC2C=CC=NC1=2)=[N+](C)C)C.F[P-](F)(F)(F)(F)F.[NH2:54][C:55]1[N:60]=[C:59]([CH3:61])[CH:58]=[CH:57][N:56]=1.C(N(CC)C(C)C)(C)C. The catalyst is CN(C)C=O. The product is [F:29][C:2]([F:28])([F:1])[C:3]1[CH:4]=[C:5]([C@H:13]2[C@H:22]([C:23]([NH:54][C:55]3[N:60]=[C:59]([CH3:61])[CH:58]=[CH:57][N:56]=3)=[O:25])[C:21]3[C:16](=[CH:17][CH:18]=[CH:19][CH:20]=3)[C:15](=[O:26])[N:14]2[CH3:27])[CH:6]=[C:7]([C:9]([F:12])([F:10])[F:11])[CH:8]=1. The yield is 0.127. (4) The reactants are [Cl:1][C:2]1[CH:3]=[C:4]([Cl:29])[C:5]2[C:6]3[CH2:21][CH2:20][N:19]([C:22]([O:24][C:25]([CH3:28])([CH3:27])[CH3:26])=[O:23])[CH2:18][CH2:17][C:7]=3[N:8]([CH2:11][C:12](OCC)=[O:13])[C:9]=2[CH:10]=1.[Li+].[BH4-].[OH-].[Na+].CCOC(C)=O. The catalyst is C1COCC1.O. The product is [Cl:1][C:2]1[CH:3]=[C:4]([Cl:29])[C:5]2[C:6]3[CH2:21][CH2:20][N:19]([C:22]([O:24][C:25]([CH3:27])([CH3:26])[CH3:28])=[O:23])[CH2:18][CH2:17][C:7]=3[N:8]([CH2:11][CH2:12][OH:13])[C:9]=2[CH:10]=1. The yield is 0.580. (5) The reactants are [C:1]12([C:15](OC)=[O:16])[N:7]([C:8]([O:10][C:11]([CH3:14])([CH3:13])[CH3:12])=[O:9])[CH:4]([CH2:5][CH2:6]1)[CH2:3][CH2:2]2.[C:19]1([Li])[CH:24]=[CH:23][CH:22]=[CH:21][CH:20]=1. The catalyst is C1COCC1. The product is [C:15]([C:1]12[N:7]([C:8]([O:10][C:11]([CH3:12])([CH3:14])[CH3:13])=[O:9])[CH:4]([CH2:5][CH2:6]1)[CH2:3][CH2:2]2)(=[O:16])[C:19]1[CH:24]=[CH:23][CH:22]=[CH:21][CH:20]=1. The yield is 1.00.